This data is from Full USPTO retrosynthesis dataset with 1.9M reactions from patents (1976-2016). The task is: Predict the reactants needed to synthesize the given product. (1) Given the product [CH3:12][C:5]1[C:6]([C:7]([F:10])([F:9])[F:8])=[N:14][NH:15][CH:4]=1, predict the reactants needed to synthesize it. The reactants are: C(O/[CH:4]=[C:5](\[CH3:12])/[C:6](=O)[C:7]([F:10])([F:9])[F:8])C.O.[NH2:14][NH2:15]. (2) Given the product [C:15]([O:19][C:20]([N:22]1[CH2:23][CH2:24][C:3]2[N:2]=[CH:7][C:6]([N+:8]([O-:10])=[O:9])=[CH:5][C:4]=2[CH2:27]1)=[O:21])([CH3:18])([CH3:17])[CH3:16], predict the reactants needed to synthesize it. The reactants are: C[N:2]1[CH:7]=[C:6]([N+:8]([O-:10])=[O:9])[CH:5]=[C:4]([N+]([O-])=O)[C:3]1=O.[C:15]([O:19][C:20]([N:22]1[CH2:27]CC(=O)[CH2:24][CH2:23]1)=[O:21])([CH3:18])([CH3:17])[CH3:16].N.CO. (3) Given the product [Cl:18][C:19]1[CH:24]=[CH:23][CH:22]=[CH:21][C:20]=1[O:25][C:7]1[CH:8]=[CH:9][C:4]([C:2](=[O:3])[CH3:1])=[C:5]([F:11])[CH:6]=1, predict the reactants needed to synthesize it. The reactants are: [CH3:1][C:2]([C:4]1[CH:9]=[CH:8][C:7](F)=[CH:6][C:5]=1[F:11])=[O:3].C([O-])([O-])=O.[K+].[K+].[Cl:18][C:19]1[CH:24]=[CH:23][CH:22]=[CH:21][C:20]=1[OH:25]. (4) The reactants are: [CH3:1][O:2][C:3](=[O:30])[CH:4]=[CH:5][C@H:6]([NH:22]C(OC(C)(C)C)=O)[CH2:7][C:8]1[CH:13]=[CH:12][C:11]([O:14][CH2:15][C:16]2[CH:21]=[CH:20][CH:19]=[CH:18][CH:17]=2)=[CH:10][CH:9]=1. Given the product [CH3:1][O:2][C:3](=[O:30])[CH:4]=[CH:5][CH:6]([NH2:22])[CH2:7][C:8]1[CH:13]=[CH:12][C:11]([O:14][CH2:15][C:16]2[CH:17]=[CH:18][CH:19]=[CH:20][CH:21]=2)=[CH:10][CH:9]=1, predict the reactants needed to synthesize it. (5) Given the product [OH:7][NH:6][C:4](=[O:5])[C@:3]([CH3:2])([S:44]([CH3:47])(=[O:46])=[O:45])[CH2:14][CH2:15][N:16]1[CH:21]=[CH:20][C:19]([C:22]2[CH:27]=[CH:26][C:25]([O:28][CH2:29][C@H:30]3[CH2:31][CH2:32][C@@H:33]([OH:36])[CH2:34][CH2:35]3)=[CH:24][CH:23]=2)=[CH:18][C:17]1=[O:43], predict the reactants needed to synthesize it. The reactants are: Cl.[CH3:2][C@@:3]([S:44]([CH3:47])(=[O:46])=[O:45])([CH2:14][CH2:15][N:16]1[CH:21]=[CH:20][C:19]([C:22]2[CH:27]=[CH:26][C:25]([O:28][CH2:29][C@H:30]3[CH2:35][CH2:34][C@@H:33]([O:36]C4CCCCO4)[CH2:32][CH2:31]3)=[CH:24][CH:23]=2)=[CH:18][C:17]1=[O:43])[C:4]([NH:6][O:7]C1CCCCO1)=[O:5]. (6) The reactants are: Cl[CH2:2][CH2:3][CH2:4][CH2:5][N:6]1[C:10]2[CH:11]=[CH:12][CH:13]=[CH:14][C:9]=2[N:8]=[CH:7]1.[CH3:15][C:16]1[CH:21]=[CH:20][C:19]([N:22]2[CH2:27][CH2:26][NH:25][CH2:24][CH2:23]2)=[CH:18][CH:17]=1.C(N(C(C)C)CC)(C)C.[I-].[K+]. Given the product [CH3:15][C:16]1[CH:17]=[CH:18][C:19]([N:22]2[CH2:27][CH2:26][N:25]([CH2:2][CH2:3][CH2:4][CH2:5][N:6]3[C:10]4[CH:11]=[CH:12][CH:13]=[CH:14][C:9]=4[N:8]=[CH:7]3)[CH2:24][CH2:23]2)=[CH:20][CH:21]=1, predict the reactants needed to synthesize it. (7) The reactants are: [CH3:1][O:2][C:3]([NH:5][C@H:6]([C:20]([NH:22][CH2:23][CH2:24][C:25]([F:35])([F:34])[CH2:26][C@@H:27]([C:29]([O:31][CH2:32][CH3:33])=[O:30])[NH2:28])=[O:21])[CH:7]([C:14]1[CH:19]=[CH:18][CH:17]=[CH:16][CH:15]=1)[C:8]1[CH:13]=[CH:12][CH:11]=[CH:10][CH:9]=1)=[O:4].[N+:36]([C:39]1[CH:44]=[CH:43][C:42]([S:45](Cl)(=[O:47])=[O:46])=[CH:41][CH:40]=1)([O-:38])=[O:37]. Given the product [CH3:1][O:2][C:3]([NH:5][C@H:6]([C:20]([NH:22][CH2:23][CH2:24][C:25]([F:34])([F:35])[CH2:26][C@@H:27]([C:29]([O:31][CH2:32][CH3:33])=[O:30])[NH:28][S:45]([C:42]1[CH:41]=[CH:40][C:39]([N+:36]([O-:38])=[O:37])=[CH:44][CH:43]=1)(=[O:46])=[O:47])=[O:21])[CH:7]([C:14]1[CH:19]=[CH:18][CH:17]=[CH:16][CH:15]=1)[C:8]1[CH:9]=[CH:10][CH:11]=[CH:12][CH:13]=1)=[O:4], predict the reactants needed to synthesize it. (8) The reactants are: O[C:2]12[CH2:11][CH:6]3[CH2:7][CH:8]([CH2:10][CH:4]([C:5]3=[O:12])[CH2:3]1)[CH2:9]2.OS(C(F)(F)F)(=O)=O. Given the product [C:2]1([C:2]23[CH2:11][CH:6]4[CH2:7][CH:8]([CH2:10][CH:4]([C:5]4=[O:12])[CH2:3]2)[CH2:9]3)[CH:11]=[CH:6][CH:5]=[CH:4][CH:3]=1, predict the reactants needed to synthesize it.